Dataset: Forward reaction prediction with 1.9M reactions from USPTO patents (1976-2016). Task: Predict the product of the given reaction. (1) Given the reactants [Br:1][C:2]1[NH:3][C:4]([C:8]([O:10][CH2:11][CH3:12])=[O:9])=[C:5]([CH3:7])[N:6]=1.C(=O)([O-])[O-].[K+].[K+].[Cl:19][C:20]1[CH:27]=[CH:26][C:25]([Cl:28])=[CH:24][C:21]=1[CH2:22]Br.O, predict the reaction product. The product is: [Br:1][C:2]1[N:3]([CH2:22][C:21]2[CH:24]=[C:25]([Cl:28])[CH:26]=[CH:27][C:20]=2[Cl:19])[C:4]([C:8]([O:10][CH2:11][CH3:12])=[O:9])=[C:5]([CH3:7])[N:6]=1. (2) Given the reactants [Cl:1][C:2]1[CH:3]=[C:4]([C:14](O)=[O:15])[C:5]2[O:9][C:8]([CH3:11])([CH3:10])[C:7](=[O:12])[C:6]=2[CH:13]=1, predict the reaction product. The product is: [Cl:1][C:2]1[CH:3]=[C:4]([CH2:14][OH:15])[C:5]2[O:9][C:8]([CH3:10])([CH3:11])[C:7](=[O:12])[C:6]=2[CH:13]=1.